From a dataset of Full USPTO retrosynthesis dataset with 1.9M reactions from patents (1976-2016). Predict the reactants needed to synthesize the given product. (1) Given the product [CH:11]([N:24]1[CH2:27][C:26](=[O:28])[CH2:25]1)([C:18]1[CH:23]=[CH:22][CH:21]=[CH:20][CH:19]=1)[C:12]1[CH:13]=[CH:14][CH:15]=[CH:16][CH:17]=1, predict the reactants needed to synthesize it. The reactants are: C(Cl)(=O)C(Cl)=O.CS(C)=O.[CH:11]([N:24]1[CH2:27][CH:26]([OH:28])[CH2:25]1)([C:18]1[CH:23]=[CH:22][CH:21]=[CH:20][CH:19]=1)[C:12]1[CH:17]=[CH:16][CH:15]=[CH:14][CH:13]=1.Cl. (2) Given the product [C:1]1([S:7]([C:10]([CH:11]2[CH2:15][CH2:14][C:13](=[O:16])[CH2:12]2)([C:17]2[O:18][C:19]([CH3:22])=[N:20][N:21]=2)[CH3:25])(=[O:9])=[O:8])[CH:2]=[CH:3][CH:4]=[CH:5][CH:6]=1, predict the reactants needed to synthesize it. The reactants are: [C:1]1([S:7]([CH:10]([C:17]2[O:18][C:19]([CH3:22])=[N:20][N:21]=2)[CH:11]2[CH2:15][CH2:14][C:13](=[O:16])[CH2:12]2)(=[O:9])=[O:8])[CH:6]=[CH:5][CH:4]=[CH:3][CH:2]=1.[H-].[Na+].[CH3:25]I. (3) Given the product [Br:21][C:18]1[CH:19]=[CH:20][C:15]([CH2:14][N:11]([C:8]2[CH:9]=[CH:10][C:5]([F:4])=[CH:6][CH:7]=2)[NH2:12])=[CH:16][CH:17]=1, predict the reactants needed to synthesize it. The reactants are: [NH2-].[Na+].Cl.[F:4][C:5]1[CH:10]=[CH:9][C:8]([NH:11][NH2:12])=[CH:7][CH:6]=1.Br[CH2:14][C:15]1[CH:20]=[CH:19][C:18]([Br:21])=[CH:17][CH:16]=1. (4) Given the product [Br:1][C:2]1[C:3]([CH3:27])=[N:4][N:5]([CH2:14][CH2:15][N:28]2[CH:32]=[CH:31][CH:30]=[N:29]2)[C:6]=1[C:7]1[CH:8]=[CH:9][C:10]([F:13])=[CH:11][CH:12]=1, predict the reactants needed to synthesize it. The reactants are: [Br:1][C:2]1[C:3]([CH3:27])=[N:4][N:5]([CH2:14][CH2:15]OS(C2C=CC(C)=CC=2)(=O)=O)[C:6]=1[C:7]1[CH:12]=[CH:11][C:10]([F:13])=[CH:9][CH:8]=1.[NH:28]1[CH:32]=[CH:31][CH:30]=[N:29]1.C(=O)([O-])[O-].[K+].[K+].